This data is from Full USPTO retrosynthesis dataset with 1.9M reactions from patents (1976-2016). The task is: Predict the reactants needed to synthesize the given product. (1) The reactants are: [Cl-].[C:2]([C:6]1[CH:10]=[C:9]([NH3+:11])[N:8]([C:12]2[CH:17]=[CH:16][C:15]([CH3:18])=[CH:14][CH:13]=2)[N:7]=1)([CH3:5])([CH3:4])[CH3:3].C(OC(C)C)(=O)C.Cl[C:27]([O:29][C:30]1[CH:35]=[CH:34][CH:33]=[CH:32][CH:31]=1)=[O:28].C(=O)([O-])[O-].[K+].[K+]. Given the product [C:2]([C:6]1[CH:10]=[C:9]([NH:11][C:27](=[O:28])[O:29][C:30]2[CH:35]=[CH:34][CH:33]=[CH:32][CH:31]=2)[N:8]([C:12]2[CH:13]=[CH:14][C:15]([CH3:18])=[CH:16][CH:17]=2)[N:7]=1)([CH3:5])([CH3:4])[CH3:3], predict the reactants needed to synthesize it. (2) Given the product [O:3]1[C:8]2=[CH:9][CH:10]=[CH:11][C:7]2=[CH:6][C:5]([CH:12]2[CH2:17][CH2:16][CH2:15][CH2:14][N:13]2[CH2:18][CH2:19][C@H:20]2[CH2:21][CH2:22][C@H:23]([NH:26][C:36]([C:34]3[CH:33]=[CH:32][C:31]4[O:27][CH2:28][O:29][C:30]=4[CH:35]=3)=[O:37])[CH2:24][CH2:25]2)=[CH:4]1, predict the reactants needed to synthesize it. The reactants are: Cl.Cl.[O:3]1[C:8]2=[CH:9][CH:10]=[CH:11][C:7]2=[CH:6][C:5]([CH:12]2[CH2:17][CH2:16][CH2:15][CH2:14][N:13]2[CH2:18][CH2:19][C@H:20]2[CH2:25][CH2:24][C@H:23]([NH2:26])[CH2:22][CH2:21]2)=[CH:4]1.[O:27]1[C:31]2[CH:32]=[CH:33][C:34]([C:36](O)=[O:37])=[CH:35][C:30]=2[O:29][CH2:28]1. (3) Given the product [F:19][C:2]([F:1])([F:18])[CH2:3][N:4]1[C:9](=[O:10])[CH:8]([S:41][CH2:38][CH2:39][CH3:40])[NH:7][C:6]([C:11]2[CH:12]=[CH:13][C:14]([Cl:17])=[CH:15][CH:16]=2)=[N:5]1, predict the reactants needed to synthesize it. The reactants are: [F:1][C:2]([F:19])([F:18])[CH2:3][N:4]1[C:9](=[O:10])[CH:8]=[N:7][C:6]([C:11]2[CH:16]=[CH:15][C:14]([Cl:17])=[CH:13][CH:12]=2)=[N:5]1.FC(F)(F)CN1C(=O)C=NC(C2C=CC=CC=2)=N1.[CH2:38]([SH:41])[CH2:39][CH3:40]. (4) The reactants are: [F:1][C:2]1[CH:7]=[C:6]([F:8])[CH:5]=[CH:4][C:3]=1[C@H:9]([F:30])[CH:10]1[CH2:15][CH2:14][N:13]([C:16]2[N:17]=[C:18]3[CH2:29][CH2:28][NH:27][CH2:26][C:19]3=[N:20][C:21]=2[NH:22][CH:23]([CH3:25])[CH3:24])[CH2:12][CH2:11]1.[CH:31](OC1C=CC=CC=1)=[O:32]. Given the product [F:1][C:2]1[CH:7]=[C:6]([F:8])[CH:5]=[CH:4][C:3]=1[C@H:9]([F:30])[CH:10]1[CH2:15][CH2:14][N:13]([C:16]2[N:17]=[C:18]3[CH2:29][CH2:28][N:27]([CH:31]=[O:32])[CH2:26][C:19]3=[N:20][C:21]=2[NH:22][CH:23]([CH3:25])[CH3:24])[CH2:12][CH2:11]1, predict the reactants needed to synthesize it. (5) Given the product [CH3:43][N:44]([CH3:45])[C:2]1[CH:10]=[C:9]([CH:11]([O:13][CH2:14][C:15]2([C:28]3[CH:33]=[CH:32][C:31]([F:34])=[CH:30][CH:29]=3)[CH2:20][CH2:19][N:18]([C:21]([O:23][C:24]([CH3:27])([CH3:26])[CH3:25])=[O:22])[CH2:17][CH2:16]2)[CH3:12])[C:8]2[C:4](=[CH:5][N:6]([CH2:35][O:36][CH2:37][CH2:38][Si:39]([CH3:42])([CH3:41])[CH3:40])[N:7]=2)[CH:3]=1, predict the reactants needed to synthesize it. The reactants are: Br[C:2]1[CH:10]=[C:9]([CH:11]([O:13][CH2:14][C:15]2([C:28]3[CH:33]=[CH:32][C:31]([F:34])=[CH:30][CH:29]=3)[CH2:20][CH2:19][N:18]([C:21]([O:23][C:24]([CH3:27])([CH3:26])[CH3:25])=[O:22])[CH2:17][CH2:16]2)[CH3:12])[C:8]2[C:4](=[CH:5][N:6]([CH2:35][O:36][CH2:37][CH2:38][Si:39]([CH3:42])([CH3:41])[CH3:40])[N:7]=2)[CH:3]=1.[CH3:43][N:44]([Sn](CCCC)(CCCC)CCCC)[CH3:45]. (6) Given the product [F:36][C:37]1[CH:38]=[C:39]([CH2:40][CH2:41][N:5]2[C:9](=[O:10])[C:8]([NH:11][CH2:12][CH2:13][CH2:14][CH2:15][C:16]3[CH:21]=[CH:20][CH:19]=[CH:18][CH:17]=3)=[C:7]([C:22]3[CH:27]=[CH:26][CH:25]=[CH:24][CH:23]=3)[S:6]2(=[O:28])=[O:29])[CH:43]=[CH:44][CH:45]=1, predict the reactants needed to synthesize it. The reactants are: C([N:5]1[C:9](=[O:10])[C:8]([NH:11][CH2:12][CH2:13][CH2:14][CH2:15][C:16]2[CH:21]=[CH:20][CH:19]=[CH:18][CH:17]=2)=[C:7]([C:22]2[CH:27]=[CH:26][CH:25]=[CH:24][CH:23]=2)[S:6]1(=[O:29])=[O:28])(C)(C)C.C(=O)([O-])[O-].[K+].[K+].[F:36][C:37]1[CH:38]=[C:39]([CH:43]=[CH:44][CH:45]=1)[CH2:40][CH2:41]Br. (7) The reactants are: [C:1]12([NH:11][CH2:12][C:13]3[CH:18]=[CH:17][C:16](Br)=[CH:15][N:14]=3)[CH2:10][CH:5]3[CH2:6][CH:7]([CH2:9][CH:3]([CH2:4]3)[CH2:2]1)[CH2:8]2.[Cl:20][C:21]1[CH:26]=[CH:25][CH:24]=[CH:23][C:22]=1B(O)O. Given the product [C:1]12([NH:11][CH2:12][C:13]3[CH:18]=[CH:17][C:16]([C:22]4[CH:23]=[CH:24][CH:25]=[CH:26][C:21]=4[Cl:20])=[CH:15][N:14]=3)[CH2:10][CH:5]3[CH2:6][CH:7]([CH2:9][CH:3]([CH2:4]3)[CH2:2]1)[CH2:8]2, predict the reactants needed to synthesize it. (8) Given the product [CH3:37][N:38]([CH3:39])[C:2]1[CH:3]=[CH:4][C:5]2[C:11]3[N:12]([C:23]4[CH:28]=[CH:27][CH:26]=[CH:25][CH:24]=4)[N:13]=[C:14]([C:15]([N:17]4[CH2:22][CH2:21][O:20][CH2:19][CH2:18]4)=[O:16])[C:10]=3[CH2:9][S:8](=[O:30])(=[O:29])[C:6]=2[CH:7]=1, predict the reactants needed to synthesize it. The reactants are: Br[C:2]1[CH:3]=[CH:4][C:5]2[C:11]3[N:12]([C:23]4[CH:28]=[CH:27][CH:26]=[CH:25][CH:24]=4)[N:13]=[C:14]([C:15]([N:17]4[CH2:22][CH2:21][O:20][CH2:19][CH2:18]4)=[O:16])[C:10]=3[CH2:9][S:8](=[O:30])(=[O:29])[C:6]=2[CH:7]=1.CC([O-])(C)C.[Na+].[CH3:37][NH:38][CH3:39].